Predict the reactants needed to synthesize the given product. From a dataset of Full USPTO retrosynthesis dataset with 1.9M reactions from patents (1976-2016). (1) Given the product [CH3:48][O:49][C:50]1[CH:51]=[CH:52][C:53]([CH2:54][N:55]2[C:59]3=[N:60][CH:61]=[CH:62][C:63]([N:64]([CH2:73][CH2:74][N:75]4[CH2:80][CH2:79][O:78][CH2:77][CH2:76]4)[C:65]4[CH:70]=[CH:69][C:68]([NH:71][C:15]([C:12]5[C:13](=[O:14])[N:8]([C:5]6[CH:4]=[CH:3][C:2]([F:1])=[CH:7][CH:6]=6)[N:9]=[CH:10][CH:11]=5)=[O:17])=[CH:67][C:66]=4[F:72])=[C:58]3[CH:57]=[N:56]2)=[CH:81][CH:82]=1, predict the reactants needed to synthesize it. The reactants are: [F:1][C:2]1[CH:7]=[CH:6][C:5]([N:8]2[C:13](=[O:14])[C:12]([C:15]([OH:17])=O)=[CH:11][CH:10]=[N:9]2)=[CH:4][CH:3]=1.CCN=C=NCCCN(C)C.C1C=CC2N(O)N=NC=2C=1.CCN(C(C)C)C(C)C.[CH3:48][O:49][C:50]1[CH:82]=[CH:81][C:53]([CH2:54][N:55]2[C:59]3=[N:60][CH:61]=[CH:62][C:63]([N:64]([CH2:73][CH2:74][N:75]4[CH2:80][CH2:79][O:78][CH2:77][CH2:76]4)[C:65]4[CH:70]=[CH:69][C:68]([NH2:71])=[CH:67][C:66]=4[F:72])=[C:58]3[CH:57]=[N:56]2)=[CH:52][CH:51]=1. (2) Given the product [CH2:1]([O:3][C:4](=[O:36])[CH2:5][C@@H:6]([NH:14][C:15]1[C:20]([C:21]2[CH:26]=[CH:25][CH:24]=[CH:23][C:22]=2[F:27])=[CH:19][N:18]=[C:17]([N:28]([CH:30]2[CH2:35][CH2:34][CH2:33][CH2:32][CH2:31]2)[CH3:29])[N:16]=1)[C:7]1[CH:12]=[CH:11][C:10]([O:13][C:46]([N:45]([CH3:49])[CH3:44])=[O:47])=[CH:9][CH:8]=1)[CH3:2], predict the reactants needed to synthesize it. The reactants are: [CH2:1]([O:3][C:4](=[O:36])[CH2:5][C@@H:6]([NH:14][C:15]1[C:20]([C:21]2[CH:26]=[CH:25][CH:24]=[CH:23][C:22]=2[F:27])=[CH:19][N:18]=[C:17]([N:28]([CH:30]2[CH2:35][CH2:34][CH2:33][CH2:32][CH2:31]2)[CH3:29])[N:16]=1)[C:7]1[CH:12]=[CH:11][C:10]([OH:13])=[CH:9][CH:8]=1)[CH3:2].CCN(CC)CC.[CH3:44][N:45]([CH3:49])[C:46](Cl)=[O:47].